Dataset: Reaction yield outcomes from USPTO patents with 853,638 reactions. Task: Predict the reaction yield, written as a fraction of the theoretical maximum amount of product (1.0 means a 100% yield; for example, 0.34 means a 34% yield). The product is [Cl:1][C:2]1[C:10]([C:11]2[N:15]([CH3:16])[N:14]=[CH:13][CH:12]=2)=[CH:9][C:8]([Cl:17])=[CH:7][C:3]=1[C:4]([NH:19][CH2:20][C:21]1[C:22](=[O:29])[NH:23][C:24]([CH3:28])=[CH:25][C:26]=1[CH3:27])=[O:6]. The reactants are [Cl:1][C:2]1[C:10]([C:11]2[N:15]([CH3:16])[N:14]=[CH:13][CH:12]=2)=[CH:9][C:8]([Cl:17])=[CH:7][C:3]=1[C:4]([OH:6])=O.Cl.[NH2:19][CH2:20][C:21]1[C:22](=[O:29])[NH:23][C:24]([CH3:28])=[CH:25][C:26]=1[CH3:27].C1C=NC2N(O)N=NC=2C=1.CN1CCOCC1.C(Cl)CCl. The catalyst is ClCCl. The yield is 0.920.